Dataset: Experimentally validated miRNA-target interactions with 360,000+ pairs, plus equal number of negative samples. Task: Binary Classification. Given a miRNA mature sequence and a target amino acid sequence, predict their likelihood of interaction. The miRNA is rno-miR-200c-5p with sequence CGUCUUACCCAGCAGUGUUUG. The protein sequence of the target gene is MAPLRPLLILALLAWVALADQESCKGRCTEGFNVDKKCQCDELCSYYQSCCTDYTAECKPQVTRGDVFTMPEDEYTVYDDGEEKNNATVHEQVGGPSLTSDLQAQSKGNPEQTPVLKPEEEAPAPEVGASKPEGIDSRPETLHPGRPQPPAEEELCSGKPFDAFTDLKNGSLFAFRGQYCYELDEKAVRPGYPKLIRDVWGIEGPIDAAFTRINCQGKTYLFKGSQYWRFEDGVLDPDYPRNISDGFDGIPDNVDAALALPAHSYSGRERVYFFKGKQYWEYQFQHQPSQEECEGSSLSA.... Result: 0 (no interaction).